From a dataset of TCR-epitope binding with 47,182 pairs between 192 epitopes and 23,139 TCRs. Binary Classification. Given a T-cell receptor sequence (or CDR3 region) and an epitope sequence, predict whether binding occurs between them. (1) The epitope is MLNIPSINV. The TCR CDR3 sequence is CASSYVDGSSYEQYF. Result: 0 (the TCR does not bind to the epitope). (2) The epitope is FLLNKEMYL. The TCR CDR3 sequence is CASSSGGGGSTDTQYF. Result: 0 (the TCR does not bind to the epitope). (3) The epitope is AYILFTRFFYV. The TCR CDR3 sequence is CAISDPGTLPNYGYTF. Result: 0 (the TCR does not bind to the epitope).